Dataset: NCI-60 drug combinations with 297,098 pairs across 59 cell lines. Task: Regression. Given two drug SMILES strings and cell line genomic features, predict the synergy score measuring deviation from expected non-interaction effect. (1) Drug 1: C1CCN(CC1)CCOC2=CC=C(C=C2)C(=O)C3=C(SC4=C3C=CC(=C4)O)C5=CC=C(C=C5)O. Drug 2: C1CC(=O)NC(=O)C1N2CC3=C(C2=O)C=CC=C3N. Cell line: SNB-19. Synergy scores: CSS=-0.712, Synergy_ZIP=0.828, Synergy_Bliss=-0.218, Synergy_Loewe=-1.59, Synergy_HSA=-1.38. (2) Drug 1: CCC1=CC2CC(C3=C(CN(C2)C1)C4=CC=CC=C4N3)(C5=C(C=C6C(=C5)C78CCN9C7C(C=CC9)(C(C(C8N6C)(C(=O)OC)O)OC(=O)C)CC)OC)C(=O)OC.C(C(C(=O)O)O)(C(=O)O)O. Drug 2: C1=NC2=C(N1)C(=S)N=CN2. Cell line: NCI/ADR-RES. Synergy scores: CSS=8.31, Synergy_ZIP=-11.9, Synergy_Bliss=-22.5, Synergy_Loewe=-25.7, Synergy_HSA=-21.4. (3) Drug 1: C1CNP(=O)(OC1)N(CCCl)CCCl. Drug 2: CC1C(C(CC(O1)OC2CC(CC3=C2C(=C4C(=C3O)C(=O)C5=CC=CC=C5C4=O)O)(C(=O)C)O)N)O. Cell line: 786-0. Synergy scores: CSS=38.0, Synergy_ZIP=4.23, Synergy_Bliss=4.05, Synergy_Loewe=-44.3, Synergy_HSA=2.59. (4) Drug 1: CCC(=C(C1=CC=CC=C1)C2=CC=C(C=C2)OCCN(C)C)C3=CC=CC=C3.C(C(=O)O)C(CC(=O)O)(C(=O)O)O. Drug 2: C1CCC(C(C1)N)N.C(=O)(C(=O)[O-])[O-].[Pt+4]. Cell line: SN12C. Synergy scores: CSS=22.8, Synergy_ZIP=-0.986, Synergy_Bliss=3.72, Synergy_Loewe=-3.75, Synergy_HSA=0.895. (5) Drug 1: C1C(C(OC1N2C=C(C(=O)NC2=O)F)CO)O. Drug 2: C1=CC=C(C=C1)NC(=O)CCCCCCC(=O)NO. Cell line: OVCAR-4. Synergy scores: CSS=9.09, Synergy_ZIP=-4.87, Synergy_Bliss=-0.391, Synergy_Loewe=-3.81, Synergy_HSA=-0.543. (6) Drug 1: CS(=O)(=O)CCNCC1=CC=C(O1)C2=CC3=C(C=C2)N=CN=C3NC4=CC(=C(C=C4)OCC5=CC(=CC=C5)F)Cl. Drug 2: C1=CN(C=N1)CC(O)(P(=O)(O)O)P(=O)(O)O. Cell line: SR. Synergy scores: CSS=-5.21, Synergy_ZIP=-0.711, Synergy_Bliss=-4.95, Synergy_Loewe=-7.25, Synergy_HSA=-7.89. (7) Drug 1: CC=C1C(=O)NC(C(=O)OC2CC(=O)NC(C(=O)NC(CSSCCC=C2)C(=O)N1)C(C)C)C(C)C. Drug 2: C1CN1C2=NC(=NC(=N2)N3CC3)N4CC4. Cell line: BT-549. Synergy scores: CSS=49.9, Synergy_ZIP=0.0698, Synergy_Bliss=2.16, Synergy_Loewe=2.40, Synergy_HSA=2.93.